This data is from Forward reaction prediction with 1.9M reactions from USPTO patents (1976-2016). The task is: Predict the product of the given reaction. Given the reactants C([N:8]1[CH2:13][CH2:12][CH:11]([NH:14][C:15]2[N:24]=[CH:23][C:22]3[CH2:21][CH2:20][C:19]4[C:25]([C:29]([NH2:31])=[O:30])=[N:26][N:27]([CH3:28])[C:18]=4[C:17]=3[N:16]=2)[CH2:10][CH2:9]1)C1C=CC=CC=1.C(O)=O, predict the reaction product. The product is: [CH3:28][N:27]1[C:18]2[C:17]3[N:16]=[C:15]([NH:14][CH:11]4[CH2:10][CH2:9][NH:8][CH2:13][CH2:12]4)[N:24]=[CH:23][C:22]=3[CH2:21][CH2:20][C:19]=2[C:25]([C:29]([NH2:31])=[O:30])=[N:26]1.